From a dataset of Full USPTO retrosynthesis dataset with 1.9M reactions from patents (1976-2016). Predict the reactants needed to synthesize the given product. Given the product [CH3:1][C:2]1[CH:7]=[CH:6][C:5]([S:8]([O:26][CH:24]([CH3:25])[CH3:23])=[O:10])=[CH:4][CH:3]=1, predict the reactants needed to synthesize it. The reactants are: [CH3:1][C:2]1[CH:7]=[CH:6][C:5]([SH:8])=[CH:4][CH:3]=1.C([O-])([O-])=[O:10].[K+].[K+].C1C(=O)N(Br)C(=O)C1.[CH3:23][CH:24]([OH:26])[CH3:25].